Dataset: Reaction yield outcomes from USPTO patents with 853,638 reactions. Task: Predict the reaction yield, written as a fraction of the theoretical maximum amount of product (1.0 means a 100% yield; for example, 0.34 means a 34% yield). The reactants are [CH2:1]([O:5][C:6]1[CH:11]=[CH:10][C:9]([S:12](Cl)(=[O:14])=[O:13])=[CH:8][CH:7]=1)[C:2]#[C:3][CH3:4].[F-:16].[K+].[F-].[Ca+2].[F-]. The catalyst is C(#N)C. The product is [CH2:1]([O:5][C:6]1[CH:11]=[CH:10][C:9]([S:12]([F:16])(=[O:14])=[O:13])=[CH:8][CH:7]=1)[C:2]#[C:3][CH3:4]. The yield is 0.800.